This data is from Reaction yield outcomes from USPTO patents with 853,638 reactions. The task is: Predict the reaction yield, written as a fraction of the theoretical maximum amount of product (1.0 means a 100% yield; for example, 0.34 means a 34% yield). (1) The product is [Cl:1][C:2]1[CH:7]=[CH:6][C:5]([CH:8]2[C:15]3[C:11](=[N:12][NH:13][C:14]=3[CH3:16])[C:10](=[O:26])[N:9]2[C:27]2[CH:32]=[CH:31][C:30](=[O:33])[N:29]([CH3:34])[CH:28]=2)=[CH:4][CH:3]=1. No catalyst specified. The yield is 0.500. The reactants are [Cl:1][C:2]1[CH:7]=[CH:6][C:5]([CH:8]2[C:15]3[C:11](=[N:12][N:13](CC4C=CC(OC)=CC=4)[C:14]=3[CH3:16])[C:10](=[O:26])[N:9]2[C:27]2[CH:32]=[CH:31][C:30](=[O:33])[N:29]([CH3:34])[CH:28]=2)=[CH:4][CH:3]=1.C(O)(C(F)(F)F)=O. (2) The reactants are [CH2:1]([O:3][C:4]([C@H:6]1[C@H:10]([CH2:11][F:12])[CH2:9][N:8]([C@@H:13]([C:15]2[CH:20]=[CH:19][CH:18]=[CH:17][CH:16]=2)[CH3:14])[C:7]1=[O:21])=[O:5])[CH3:2].IC.[CH3:24][Si]([N-][Si](C)(C)C)(C)C.[K+].[Cl-].[NH4+]. The catalyst is O1CCCC1. The product is [CH2:1]([O:3][C:4]([C@:6]1([CH3:24])[C@H:10]([CH2:11][F:12])[CH2:9][N:8]([C@@H:13]([C:15]2[CH:20]=[CH:19][CH:18]=[CH:17][CH:16]=2)[CH3:14])[C:7]1=[O:21])=[O:5])[CH3:2]. The yield is 0.910. (3) The reactants are [CH3:1][O:2][C:3]([C:5]1[S:6][C:7]([C:26]2[CH:31]=[CH:30][CH:29]=[CH:28][CH:27]=2)=[CH:8][C:9]=1[N:10]([C:17]([CH:19]1[CH2:24][CH2:23][CH:22]([CH3:25])[CH2:21][CH2:20]1)=[O:18])[CH:11]1[CH2:16][CH2:15][NH:14][CH2:13][CH2:12]1)=[O:4].N1C=CC=CC=1.[C:38](OC(=O)C)(=[O:40])[CH3:39]. The catalyst is ClCCl.CN(C1C=CN=CC=1)C. The product is [CH3:1][O:2][C:3]([C:5]1[S:6][C:7]([C:26]2[CH:27]=[CH:28][CH:29]=[CH:30][CH:31]=2)=[CH:8][C:9]=1[N:10]([CH:11]1[CH2:16][CH2:15][N:14]([C:38](=[O:40])[CH3:39])[CH2:13][CH2:12]1)[C:17]([CH:19]1[CH2:20][CH2:21][CH:22]([CH3:25])[CH2:23][CH2:24]1)=[O:18])=[O:4]. The yield is 0.780. (4) The reactants are [CH3:1][O:2][C:3]1[N:8]=[N:7][C:6]([C:9]2[CH:10]=[C:11]([CH:16]=[CH:17][C:18]=2[CH3:19])[C:12]([O:14]C)=[O:13])=[CH:5][C:4]=1[N:20]1[CH2:25][CH2:24][O:23][CH2:22][CH2:21]1.[OH-].[Li+].Cl. The catalyst is C1COCC1. The product is [CH3:1][O:2][C:3]1[N:8]=[N:7][C:6]([C:9]2[CH:10]=[C:11]([CH:16]=[CH:17][C:18]=2[CH3:19])[C:12]([OH:14])=[O:13])=[CH:5][C:4]=1[N:20]1[CH2:21][CH2:22][O:23][CH2:24][CH2:25]1. The yield is 0.700. (5) The product is [CH3:25][N:22]1[CH2:21][CH2:20][N:19]([C:16]2[CH:15]=[CH:14][C:13]([NH:12][C:10]3[N:11]=[C:6]([O:5][C:4]4[CH:3]=[C:2]([NH:1][C:38](=[O:37])[CH:39]=[CH2:40])[CH:31]=[CH:30][CH:29]=4)[C:7]4[S:28][CH:27]=[CH:26][C:8]=4[N:9]=3)=[CH:18][CH:17]=2)[CH2:24][CH2:23]1. The catalyst is O. The reactants are [NH2:1][C:2]1[CH:3]=[C:4]([CH:29]=[CH:30][CH:31]=1)[O:5][C:6]1[C:7]2[S:28][CH:27]=[CH:26][C:8]=2[N:9]=[C:10]([NH:12][C:13]2[CH:18]=[CH:17][C:16]([N:19]3[CH2:24][CH2:23][N:22]([CH3:25])[CH2:21][CH2:20]3)=[CH:15][CH:14]=2)[N:11]=1.C([O-])(O)=O.[Na+].[O:37]1C[CH2:40][CH2:39][CH2:38]1.C(Cl)(=O)C=C. The yield is 0.682. (6) The reactants are [I:1][C:2]1[C:10]2[C:5](=[CH:6][C:7]([C:11]([O:13][CH3:14])=[O:12])=[CH:8][CH:9]=2)[NH:4][N:3]=1.[Cl:15][C:16]1[CH:24]=[CH:23][CH:22]=[C:21]([C:25]([F:28])([F:27])[F:26])[C:17]=1[C:18](Cl)=[O:19].C(Cl)Cl. The catalyst is CN(C1C=CN=CC=1)C.O. The product is [Cl:15][C:16]1[CH:24]=[CH:23][CH:22]=[C:21]([C:25]([F:26])([F:27])[F:28])[C:17]=1[C:18]([N:4]1[C:5]2[C:10](=[CH:9][CH:8]=[C:7]([C:11]([O:13][CH3:14])=[O:12])[CH:6]=2)[C:2]([I:1])=[N:3]1)=[O:19]. The yield is 0.840.